From a dataset of Catalyst prediction with 721,799 reactions and 888 catalyst types from USPTO. Predict which catalyst facilitates the given reaction. Reactant: [H-].[CH2:2]([Al+]CC(C)C)[CH:3](C)C.CO[C:13](=O)[C@@H:14]([CH3:24])[CH2:15][O:16][Si:17]([C:20]([CH3:23])([CH3:22])[CH3:21])([CH3:19])[CH3:18].C(C(C(C([O-])=O)O)O)([O-])=O.[Na+].[K+]. Product: [Si:17]([O:16][CH2:15][C@H:14]([CH3:24])/[CH:13]=[CH:2]/[CH3:3])([C:20]([CH3:23])([CH3:22])[CH3:21])([CH3:19])[CH3:18]. The catalyst class is: 4.